Predict the reactants needed to synthesize the given product. From a dataset of Full USPTO retrosynthesis dataset with 1.9M reactions from patents (1976-2016). (1) Given the product [CH3:17][C:18]1[C:31]([CH3:32])=[C:30]([C:26]#[C:25][CH2:23][OH:27])[CH:21]=[CH:20][C:19]=1[C:6](=[O:7])[C:8]1[CH:9]=[CH:10][CH:11]=[CH:12][CH:13]=1, predict the reactants needed to synthesize it. The reactants are: BrC1C=CC([C:6]([C:8]2[CH:13]=[CH:12][CH:11]=[CH:10][CH:9]=2)=[O:7])=CC=1.N1[CH2:21][CH2:20][CH2:19][CH2:18][CH2:17]1.C[C:23]([OH:27])([C:25]#[CH:26])C.[Cl-].[NH4+].[CH3:30][CH2:31][CH2:32]CCC. (2) Given the product [F:80][CH2:79][C:76]1([S:73]([NH:72][C:70]([C@@:65]2([NH:64][C:18]([C@@H:13]3[CH2:14][C@@H:15]([OH:17])[CH2:16][N:12]3[C:10](=[O:11])[C@@H:9]([NH:8][C:6](=[O:7])[O:5][C:1]([CH3:4])([CH3:2])[CH3:3])[C@H:21]([CH3:29])[CH2:22][CH:23]([CH3:28])[CH2:24][CH2:25][CH:26]=[CH2:27])=[O:19])[CH2:67][C@H:66]2[CH:68]=[CH2:69])=[O:71])(=[O:74])=[O:75])[CH2:77][CH2:78]1, predict the reactants needed to synthesize it. The reactants are: [C:1]([O:5][C:6]([NH:8][C@@H:9]([C@H:21]([CH3:29])[CH2:22][CH:23]([CH3:28])[CH2:24][CH2:25][CH:26]=[CH2:27])[C:10]([N:12]1[CH2:16][C@H:15]([OH:17])[CH2:14][C@H:13]1[C:18](O)=[O:19])=[O:11])=[O:7])([CH3:4])([CH3:3])[CH3:2].CN(C(ON1N=NC2C=CC=NC1=2)=[N+](C)C)C.F[P-](F)(F)(F)(F)F.CCN(C(C)C)C(C)C.Cl.[NH2:64][C@:65]1([C:70]([NH:72][S:73]([C:76]2([CH2:79][F:80])[CH2:78][CH2:77]2)(=[O:75])=[O:74])=[O:71])[CH2:67][C@H:66]1[CH:68]=[CH2:69]. (3) Given the product [CH3:1][C:2]1[O:8][C:5]([CH2:6][NH:7][C:15]2[CH:16]=[N:17][CH:18]=[CH:10][C:11]=2[C:12]([OH:14])=[O:13])=[CH:4][CH:3]=1, predict the reactants needed to synthesize it. The reactants are: [CH3:1][C:2]1[O:8][C:5]([CH2:6][NH2:7])=[CH:4][CH:3]=1.F[C:10]1[CH:18]=[N:17][CH:16]=[CH:15][C:11]=1[C:12]([OH:14])=[O:13]. (4) Given the product [CH3:26][N:27]([CH2:28][CH2:29][CH2:30][CH2:31][S:32]([CH2:35][CH2:36][CH2:37][C:38]([F:44])([F:43])[C:39]([F:42])([F:41])[F:40])(=[O:33])=[O:34])[CH2:2][CH2:3][CH2:4][CH2:5][CH2:6][CH2:7][C:8]1[C:14]2[CH:15]=[CH:16][C:17]([OH:19])=[CH:18][C:13]=2[CH2:12][CH2:11][CH2:10][C:9]=1[C:20]1[CH:25]=[CH:24][CH:23]=[CH:22][CH:21]=1, predict the reactants needed to synthesize it. The reactants are: Br[CH2:2][CH2:3][CH2:4][CH2:5][CH2:6][CH2:7][C:8]1[C:14]2[CH:15]=[CH:16][C:17]([OH:19])=[CH:18][C:13]=2[CH2:12][CH2:11][CH2:10][C:9]=1[C:20]1[CH:25]=[CH:24][CH:23]=[CH:22][CH:21]=1.[CH3:26][NH:27][CH2:28][CH2:29][CH2:30][CH2:31][S:32]([CH2:35][CH2:36][CH2:37][C:38]([F:44])([F:43])[C:39]([F:42])([F:41])[F:40])(=[O:34])=[O:33]. (5) Given the product [CH2:12]([N:9]1[CH2:8][CH2:7][NH:6][C@@H:5]([CH2:4][CH2:3][OH:2])[CH2:10]1)[C:13]1[CH:14]=[CH:15][CH:16]=[CH:17][CH:18]=1, predict the reactants needed to synthesize it. The reactants are: C[O:2][C:3](=O)[CH2:4][C@H:5]1[C:10](=O)[N:9]([CH2:12][C:13]2[CH:18]=[CH:17][CH:16]=[CH:15][CH:14]=2)[CH2:8][C:7](=O)[NH:6]1.[H-].[Al+3].[Li+].[H-].[H-].[H-]. (6) Given the product [CH2:16]([O:18][C:19]([C:21]1[CH:26]=[CH:25][C:24]([C:2]#[C:1][C:3]2[CH:15]=[CH:14][C:6]3[O:7][CH2:8][C:9]([CH3:12])([CH3:13])[CH2:10][O:11][C:5]=3[CH:4]=2)=[CH:23][N:22]=1)=[O:20])[CH3:17], predict the reactants needed to synthesize it. The reactants are: [C:1]([C:3]1[CH:15]=[CH:14][C:6]2[O:7][CH2:8][C:9]([CH3:13])([CH3:12])[CH2:10][O:11][C:5]=2[CH:4]=1)#[CH:2].[CH2:16]([O:18][C:19]([C:21]1[CH:26]=[CH:25][C:24](Br)=[CH:23][N:22]=1)=[O:20])[CH3:17]. (7) Given the product [CH3:14][N:15]([CH3:17])[CH:16]=[C:8]([C:5]1[CH:4]=[CH:3][C:2]([F:1])=[CH:7][CH:6]=1)[C:9](=[O:11])[CH3:10], predict the reactants needed to synthesize it. The reactants are: [F:1][C:2]1[CH:7]=[CH:6][C:5]([CH2:8][C:9](=[O:11])[CH3:10])=[CH:4][CH:3]=1.CO[CH:14](OC)[N:15]([CH3:17])[CH3:16]. (8) Given the product [O:8]=[C:3]1[C@H:4]2[CH2:7][C@H:1]([CH:6]=[CH:5]2)[N:2]1[C:9]([O:11][C:12]([CH3:15])([CH3:14])[CH3:13])=[O:10], predict the reactants needed to synthesize it. The reactants are: [C@@H:1]12[CH2:7][C@@H:4]([CH:5]=[CH:6]1)[C:3](=[O:8])[NH:2]2.[C:9](O[C:9]([O:11][C:12]([CH3:15])([CH3:14])[CH3:13])=[O:10])([O:11][C:12]([CH3:15])([CH3:14])[CH3:13])=[O:10]. (9) Given the product [CH2:10]([N:17]1[C:25]2[CH:24]=[CH:23][CH:22]=[C:21]([NH:26][C:2]3[CH:7]=[CH:6][N:5]=[C:4]([S:8][CH3:9])[N:3]=3)[C:20]=2[CH:19]=[N:18]1)[C:11]1[CH:12]=[CH:13][CH:14]=[CH:15][CH:16]=1, predict the reactants needed to synthesize it. The reactants are: Cl[C:2]1[CH:7]=[CH:6][N:5]=[C:4]([S:8][CH3:9])[N:3]=1.[CH2:10]([N:17]1[C:25]2[CH:24]=[CH:23][CH:22]=[C:21]([NH2:26])[C:20]=2[CH:19]=[N:18]1)[C:11]1[CH:16]=[CH:15][CH:14]=[CH:13][CH:12]=1. (10) Given the product [Br:1][C:2]1[CH:7]=[CH:6][C:5]([C:8]2[C:12]3[CH:13]=[CH:14][C:15]([C:27]#[C:26][CH2:25][OH:28])=[CH:16][C:11]=3[S:10][N:9]=2)=[CH:4][CH:3]=1, predict the reactants needed to synthesize it. The reactants are: [Br:1][C:2]1[CH:7]=[CH:6][C:5]([C:8]2[C:12]3[CH:13]=[CH:14][C:15](OS(C(F)(F)F)(=O)=O)=[CH:16][C:11]=3[S:10][N:9]=2)=[CH:4][CH:3]=1.[CH2:25]([OH:28])[C:26]#[CH:27].